From a dataset of Full USPTO retrosynthesis dataset with 1.9M reactions from patents (1976-2016). Predict the reactants needed to synthesize the given product. (1) Given the product [BrH:24].[CH2:26]([N:27]([CH2:30][CH2:31][O:16][C:15](=[O:17])[C@H:10]([CH2:9][C:8]1[CH:18]=[CH:19][C:5]([N:4]([CH2:20][CH2:21][Cl:22])[CH2:3][CH2:2][Cl:1])=[CH:6][CH:7]=1)[NH:11][C:12](=[O:14])[CH3:13])[CH2:28][CH3:29])[CH3:25], predict the reactants needed to synthesize it. The reactants are: [Cl:1][CH2:2][CH2:3][N:4]([CH2:20][CH2:21][Cl:22])[C:5]1[CH:19]=[CH:18][C:8]([CH2:9][C@@H:10]([C:15]([OH:17])=[O:16])[NH:11][C:12](=[O:14])[CH3:13])=[CH:7][CH:6]=1.[Na].[Br:24][CH2:25][CH2:26][N:27]([CH2:30][CH3:31])[CH2:28][CH3:29].Br. (2) Given the product [C:1]([O:5][C@@H:6]([C:11]1[C:39]([CH3:40])=[CH:38][N:37]2[N:41]=[C:34]3[CH:35]=[C:36]2[C:12]=1[N:13]1[CH2:45][CH2:44][C:16]([CH3:46])([O:17][CH2:18][CH:19]=[CH:20][CH2:21][O:22][C:23]2[CH:24]=[CH:25][CH:26]=[CH:27][C:28]=2[CH2:29][C:30]2[S:56][C:33]3=[N:32][CH:31]=2)[CH2:15][CH2:14]1)[C:7]([OH:9])=[O:8])([CH3:4])([CH3:3])[CH3:2], predict the reactants needed to synthesize it. The reactants are: [C:1]([O:5][C@@H:6]([C:11]1[C:39]([CH3:40])=[CH:38][N:37]2[N:41]=[C:34]3[CH:35]=[C:36]2[C:12]=1[N:13]1[CH2:45][CH2:44][C:16]([CH3:46])([O:17][CH2:18][CH:19]=[CH:20][CH2:21][O:22][C:23]2[CH:24]=[CH:25][CH:26]=[CH:27][C:28]=2[CH2:29][C:30](=O)[CH2:31][NH:32][C:33]3=O)[CH2:15][CH2:14]1)[C:7]([O:9]C)=[O:8])([CH3:4])([CH3:3])[CH3:2].COC1C=CC(P2(SP(C3C=CC(OC)=CC=3)(=S)S2)=[S:56])=CC=1.[OH-].[Na+]. (3) Given the product [CH2:10]([O:12][C:13](=[O:33])[C:14]1[CH:19]=[C:18]([N:20]2[C:24]([CH3:25])=[CH:23][CH:22]=[C:21]2[C:26]2[CH:31]=[CH:30][CH:29]=[CH:28][C:27]=2[O:32][CH2:6][C:5]2[CH:8]=[CH:9][C:2]([Cl:1])=[CH:3][CH:4]=2)[CH:17]=[N:16][CH:15]=1)[CH3:11], predict the reactants needed to synthesize it. The reactants are: [Cl:1][C:2]1[CH:9]=[CH:8][C:5]([CH2:6]Br)=[CH:4][CH:3]=1.[CH2:10]([O:12][C:13](=[O:33])[C:14]1[CH:19]=[C:18]([N:20]2[C:24]([CH3:25])=[CH:23][CH:22]=[C:21]2[C:26]2[CH:31]=[CH:30][CH:29]=[CH:28][C:27]=2[OH:32])[CH:17]=[N:16][CH:15]=1)[CH3:11].C([O-])([O-])=O.[K+].[K+]. (4) The reactants are: Br[C:2]1[S:6][C:5]([C:7]([NH:9][C:10]2[CH:15]=[CH:14][CH:13]=[CH:12][C:11]=2[Cl:16])=[O:8])=[CH:4][CH:3]=1.[Cl:17][C:18]1[C:19](B2OC(C)(C)C(C)(C)O2)=[CH:20][C:21]2[S:25][CH:24]=[N:23][C:22]=2[CH:26]=1.C(=O)([O-])[O-].[Na+].[Na+].CC(=O)OCC.[Cl-].[Na+].O. Given the product [Cl:16][C:11]1[CH:12]=[CH:13][CH:14]=[CH:15][C:10]=1[NH:9][C:7]([C:5]1[S:6][C:2]([C:19]2[C:18]([Cl:17])=[CH:26][C:22]3[N:23]=[CH:24][S:25][C:21]=3[CH:20]=2)=[CH:3][CH:4]=1)=[O:8], predict the reactants needed to synthesize it. (5) Given the product [CH2:21]([C:23]1[CH:28]=[CH:27][C:26]([C:29]2[CH:34]=[CH:33][C:32]([C:2]3[CH:3]=[C:4]([C:8]([NH:10][C:11]4[O:12][C:13]([C:16]5[O:17][CH:18]=[CH:19][CH:20]=5)=[N:14][N:15]=4)=[O:9])[CH:5]=[N:6][CH:7]=3)=[CH:31][CH:30]=2)=[CH:25][CH:24]=1)[CH3:22], predict the reactants needed to synthesize it. The reactants are: Br[C:2]1[CH:3]=[C:4]([C:8]([NH:10][C:11]2[O:12][C:13]([C:16]3[O:17][CH:18]=[CH:19][CH:20]=3)=[N:14][N:15]=2)=[O:9])[CH:5]=[N:6][CH:7]=1.[CH2:21]([C:23]1[CH:28]=[CH:27][C:26]([C:29]2[CH:34]=[CH:33][C:32](B(O)O)=[CH:31][CH:30]=2)=[CH:25][CH:24]=1)[CH3:22].